This data is from Reaction yield outcomes from USPTO patents with 853,638 reactions. The task is: Predict the reaction yield, written as a fraction of the theoretical maximum amount of product (1.0 means a 100% yield; for example, 0.34 means a 34% yield). (1) The reactants are [Cl:1][C:2]1[CH:3]=[C:4]([C:17]([N:19]2[CH2:24][CH2:23][CH2:22][CH:21]([CH3:25])[CH2:20]2)=[O:18])[CH:5]=[N:6][C:7]=1[NH:8][C:9]1[CH:10]=[N:11][C:12]([O:15]C)=[CH:13][CH:14]=1.ClC1C(Cl)=NC=C(C=1)C(O)=O.CC1CCCNC1.NC1C=NC(OC)=CC=1.I[Si](C)(C)C. The catalyst is ClCCCl. The product is [Cl:1][C:2]1[C:7]([NH:8][C:9]2[CH:14]=[CH:13][C:12](=[O:15])[NH:11][CH:10]=2)=[N:6][CH:5]=[C:4]([C:17]([N:19]2[CH2:24][CH2:23][CH2:22][CH:21]([CH3:25])[CH2:20]2)=[O:18])[CH:3]=1. The yield is 0.850. (2) The reactants are [Br:1][C:2]1[C:3](F)=[C:4]2[C:10]([NH:11][C:12]([C@@H:14]3[CH2:18][CH2:17][CH2:16][O:15]3)=[O:13])=[CH:9][NH:8][C:5]2=[N:6][CH:7]=1.[NH:20]1[CH2:25][CH2:24][CH2:23][C@@H:22]([NH:26][C:27](=[O:33])[O:28][C:29]([CH3:32])([CH3:31])[CH3:30])[CH2:21]1.C(N(C(C)C)C(C)C)C. The catalyst is CCCCO. The product is [Br:1][C:2]1[C:3]([N:20]2[CH2:25][CH2:24][CH2:23][C@@H:22]([NH:26][C:27](=[O:33])[O:28][C:29]([CH3:31])([CH3:30])[CH3:32])[CH2:21]2)=[C:4]2[C:10]([NH:11][C:12]([C@@H:14]3[CH2:18][CH2:17][CH2:16][O:15]3)=[O:13])=[CH:9][NH:8][C:5]2=[N:6][CH:7]=1. The yield is 0.496. (3) The product is [CH2:1]([O:5][C:6]1[CH:11]=[CH:10][C:9]([S:12]([NH:15][CH:16]([C:21]2[CH:26]=[CH:25][C:24]([O:27][CH2:28][CH2:29][N:30]3[CH2:31][CH2:32][CH2:33][CH2:34]3)=[CH:23][CH:22]=2)[C:17]([OH:19])=[O:18])(=[O:13])=[O:14])=[CH:8][CH:7]=1)[C:2]#[C:3][CH3:4]. The reactants are [CH2:1]([O:5][C:6]1[CH:11]=[CH:10][C:9]([S:12]([NH:15][CH:16]([C:21]2[CH:26]=[CH:25][C:24]([O:27][CH2:28][CH2:29][N:30]3[CH2:34][CH2:33][CH2:32][CH2:31]3)=[CH:23][CH:22]=2)[C:17]([O:19]C)=[O:18])(=[O:14])=[O:13])=[CH:8][CH:7]=1)[C:2]#[C:3][CH3:4].[OH-].[Na+]. The yield is 0.660. The catalyst is C1COCC1.CO. (4) The reactants are FC1C=C2C(C(C3C=CC(N4CCC(N)CC4)=NC=3)=CN2)=CC=1.[C:24]([NH:27][CH2:28][CH2:29][NH:30][S:31]([C:34]1[N:39]=[CH:38][C:37]([C:40]2[C:48]3[C:43](=[CH:44][C:45]([F:49])=[CH:46][CH:47]=3)[N:42](C(OC(C)(C)C)=O)[CH:41]=2)=[CH:36][CH:35]=1)(=[O:33])=[O:32])(=[O:26])[CH3:25]. No catalyst specified. The product is [F:49][C:45]1[CH:44]=[C:43]2[C:48]([C:40]([C:37]3[CH:36]=[CH:35][C:34]([S:31]([NH:30][CH2:29][CH2:28][NH:27][C:24](=[O:26])[CH3:25])(=[O:32])=[O:33])=[N:39][CH:38]=3)=[CH:41][NH:42]2)=[CH:47][CH:46]=1. The yield is 0.580. (5) The reactants are Cl[C:2]1[N:7]=[C:6]([CH2:8][CH2:9][C:10]2[CH:15]=[CH:14][CH:13]=[CH:12][C:11]=2[CH:16]([CH3:20])[C:17]([NH2:19])=[O:18])[C:5]([Cl:21])=[CH:4][N:3]=1.[NH2:22][C:23]1[CH:24]=[N:25][N:26]([CH3:28])[CH:27]=1.C1(C)C=CC(S(O)(=O)=O)=CC=1. The catalyst is O1CCOCC1. The product is [Cl:21][C:5]1[C:6]([CH2:8][CH2:9][C:10]2[CH:15]=[CH:14][CH:13]=[CH:12][C:11]=2[CH:16]([CH3:20])[C:17]([NH2:19])=[O:18])=[N:7][C:2]([NH:22][C:23]2[CH:24]=[N:25][N:26]([CH3:28])[CH:27]=2)=[N:3][CH:4]=1. The yield is 0.340. (6) The reactants are [Cl:1][C:2]1[C:3]([C:31](=[O:41])[N:32]([CH2:37][CH2:38][CH2:39][CH3:40])[CH2:33][CH2:34][CH2:35][CH3:36])=[N:4][N:5]([C:8]2[CH:18]=[CH:17][C:11]([C:12]([O:14][CH2:15][CH3:16])=[O:13])=[CH:10][C:9]=2[C:19]([N:21]2[CH2:30][CH2:29][C:28]3[C:23](=[CH:24][CH:25]=[CH:26][CH:27]=3)[CH2:22]2)=[O:20])[C:6]=1[CH3:7].C(N(CCCC)C(C1C(Cl)=C(C[CH2:56][O:57][CH:58]2[CH2:63][CH2:62][CH2:61][CH2:60][O:59]2)NN=1)=O)CCC.FC1C=CC(C(OCC)=O)=CC=1C(N1CCC2C(=CC=CC=2)C1)=O. No catalyst specified. The product is [Cl:1][C:2]1[C:3]([C:31](=[O:41])[N:32]([CH2:33][CH2:34][CH2:35][CH3:36])[CH2:37][CH2:38][CH2:39][CH3:40])=[N:4][N:5]([C:8]2[CH:18]=[CH:17][C:11]([C:12]([O:14][CH2:15][CH3:16])=[O:13])=[CH:10][C:9]=2[C:19]([N:21]2[CH2:30][CH2:29][C:28]3[C:23](=[CH:24][CH:25]=[CH:26][CH:27]=3)[CH2:22]2)=[O:20])[C:6]=1[CH2:7][CH2:56][O:57][CH:58]1[CH2:63][CH2:62][CH2:61][CH2:60][O:59]1. The yield is 0.300.